Dataset: Forward reaction prediction with 1.9M reactions from USPTO patents (1976-2016). Task: Predict the product of the given reaction. Given the reactants Br.[Br:2][C:3]1[CH:4]=[C:5]([CH:22]=[C:23]([CH2:25]P(C2C=CC=CC=2)(C2C=CC=CC=2)C2C=CC=CC=2)[CH:24]=1)[CH2:6][O:7][C:8]1[CH:13]=[CH:12][CH:11]=[CH:10][C:9]=1[CH2:14][C:15]([O:17][C:18]([CH3:21])([CH3:20])[CH3:19])=[O:16].[O:45]1[CH2:50][CH2:49][C:48](=O)[CH2:47][CH2:46]1.[O-]CC.[Na+].[OH-].[Na+], predict the reaction product. The product is: [Br:2][C:3]1[CH:4]=[C:5]([CH:22]=[C:23]([CH:25]=[C:48]2[CH2:49][CH2:50][O:45][CH2:46][CH2:47]2)[CH:24]=1)[CH2:6][O:7][C:8]1[CH:13]=[CH:12][CH:11]=[CH:10][C:9]=1[CH2:14][C:15]([O:17][C:18]([CH3:20])([CH3:21])[CH3:19])=[O:16].